From a dataset of Catalyst prediction with 721,799 reactions and 888 catalyst types from USPTO. Predict which catalyst facilitates the given reaction. Reactant: [CH3:1][C:2]1[CH:7]=[CH:6][CH:5]=[C:4]([C:8]([CH3:11])([CH3:10])[CH3:9])[C:3]=1[OH:12].CO.[CH2:15]([OH:18])[CH:16]=[CH2:17]. Product: [C:8]([C:4]1[CH:5]=[C:6]([CH2:17][CH2:16][CH2:15][OH:18])[CH:7]=[C:2]([CH3:1])[C:3]=1[OH:12])([CH3:9])([CH3:11])[CH3:10]. The catalyst class is: 11.